From a dataset of Peptide-MHC class I binding affinity with 185,985 pairs from IEDB/IMGT. Regression. Given a peptide amino acid sequence and an MHC pseudo amino acid sequence, predict their binding affinity value. This is MHC class I binding data. (1) The peptide sequence is PTSETMYLTM. The MHC is HLA-A02:03 with pseudo-sequence HLA-A02:03. The binding affinity (normalized) is 0.514. (2) The peptide sequence is KLAEAIFKL. The MHC is HLA-A02:06 with pseudo-sequence HLA-A02:06. The binding affinity (normalized) is 0.751. (3) The peptide sequence is SILDRIDTR. The MHC is HLA-A11:01 with pseudo-sequence HLA-A11:01. The binding affinity (normalized) is 0.426. (4) The peptide sequence is TSKKRSWPL. The MHC is HLA-B08:01 with pseudo-sequence HLA-B08:01. The binding affinity (normalized) is 0.837. (5) The peptide sequence is LHQTNPYPTG. The MHC is Mamu-B03 with pseudo-sequence Mamu-B03. The binding affinity (normalized) is 0. (6) The peptide sequence is YVDGFKPNGC. The MHC is HLA-A24:02 with pseudo-sequence HLA-A24:02. The binding affinity (normalized) is 0. (7) The MHC is HLA-B40:01 with pseudo-sequence HLA-B40:01. The peptide sequence is AEQASQEVKNW. The binding affinity (normalized) is 0.